This data is from Forward reaction prediction with 1.9M reactions from USPTO patents (1976-2016). The task is: Predict the product of the given reaction. Given the reactants [C:1]([N:8]1[CH:12]=[CH:11]N=C1)([N:3]1[CH:7]=[CH:6]N=C1)=[O:2].[F:13][C:14]([F:24])([F:23])[O:15][C:16]1[CH:17]=[C:18](C=C[CH:22]=1)N.NC1C=[CH:42][C:29]([O:30][C:31]2[CH:36]=[CH:35][N:34]=[C:33]([NH:37][CH2:38][CH2:39][CH2:40][OH:41])[N:32]=2)=[CH:28][CH:27]=1, predict the reaction product. The product is: [OH:41][CH2:40][CH2:39][CH2:38][NH:37][C:33]1[N:32]=[C:31]([O:30][C:29]2[CH:42]=[CH:11][C:12]([NH:8][C:1]([NH:3][C:7]3[CH:6]=[CH:22][C:16]([O:15][C:14]([F:13])([F:23])[F:24])=[CH:17][CH:18]=3)=[O:2])=[CH:27][CH:28]=2)[CH:36]=[CH:35][N:34]=1.